Dataset: PAMPA (Parallel Artificial Membrane Permeability Assay) permeability data from NCATS. Task: Regression/Classification. Given a drug SMILES string, predict its absorption, distribution, metabolism, or excretion properties. Task type varies by dataset: regression for continuous measurements (e.g., permeability, clearance, half-life) or binary classification for categorical outcomes (e.g., BBB penetration, CYP inhibition). Dataset: pampa_ncats. The molecule is CCN1CCN(CC1)C2=NC3=C(C=C2)C=C(C=C3)S(=O)(=O)N4CCOCC4. The result is 1 (high permeability).